Dataset: Forward reaction prediction with 1.9M reactions from USPTO patents (1976-2016). Task: Predict the product of the given reaction. (1) Given the reactants [ClH:1].[OH:2][C:3]([CH3:27])([CH3:26])[CH2:4][S:5]([NH:8][C:9]1[CH:10]=[C:11]2[C:16](=[CH:17][CH:18]=1)[CH2:15][N:14](C(OC(C)(C)C)=O)[CH2:13][CH2:12]2)(=[O:7])=[O:6], predict the reaction product. The product is: [ClH:1].[OH:2][C:3]([CH3:27])([CH3:26])[CH2:4][S:5]([NH:8][C:9]1[CH:10]=[C:11]2[C:16](=[CH:17][CH:18]=1)[CH2:15][NH:14][CH2:13][CH2:12]2)(=[O:6])=[O:7]. (2) Given the reactants [C:1]([O-:6])(=[O:5])[CH:2]([CH3:4])[OH:3].[CH2:7]([NH+:9]([CH2:12][CH3:13])[CH2:10][CH3:11])[CH3:8].CCCCCCCCN(CCCCCCCC)CCCCCCCC.C(O)CCCCCCCCC, predict the reaction product. The product is: [C:1]([O-:6])(=[O:5])[CH:2]([CH3:4])[OH:3].[CH2:7]([NH+:9]([CH2:12][CH3:13])[CH2:10][CH3:11])[CH3:8].[C:1]([OH:6])(=[O:5])[CH:2]([CH3:4])[OH:3]. (3) Given the reactants [Li+:1].C[Si]([N-][Si](C)(C)C)(C)C.[C:11]([C:14]1[O:15][CH:16]=[CH:17][CH:18]=1)(=[O:13])[CH3:12].[C:19](OC(C)(C)C)(=[O:27])[C:20]([O:22][C:23]([CH3:26])([CH3:25])[CH3:24])=[O:21], predict the reaction product. The product is: [C:23]([O:22][C:20](=[O:21])[C:19]([O-:27])=[CH:12][C:11]([C:14]1[O:15][CH:16]=[CH:17][CH:18]=1)=[O:13])([CH3:26])([CH3:25])[CH3:24].[Li+:1]. (4) The product is: [Br:1][CH:31]([C:32]1[CH:33]=[CH:34][C:35]2[N:36]([C:38]([CH:41]([CH3:42])[CH3:43])=[N:39][N:40]=2)[N:37]=1)[C:30]([C:24]1[CH:25]=[CH:26][C:27]([F:29])=[CH:28][C:23]=1[F:22])=[O:44]. Given the reactants [Br-:1].[Br-].[Br-].[NH+]1C=CC=CC=1.[NH+]1C=CC=CC=1.[NH+]1C=CC=CC=1.[F:22][C:23]1[CH:28]=[C:27]([F:29])[CH:26]=[CH:25][C:24]=1[C:30](=[O:44])[CH2:31][C:32]1[CH:33]=[CH:34][C:35]2[N:36]([C:38]([CH:41]([CH3:43])[CH3:42])=[N:39][N:40]=2)[N:37]=1, predict the reaction product. (5) Given the reactants [O:1]1[C:5]2[CH:6]=[C:7]([C:10]#[N:11])[CH:8]=[CH:9][C:4]=2[CH:3]=[CH:2]1.[Li+].CC([N-]C(C)C)C.[CH:20]([C:22]1[C:30]([O:31][CH3:32])=[CH:29][C:28]([CH3:33])=[C:27]2[C:23]=1[CH:24]=[CH:25][N:26]2[C:34]([O:36][C:37]([CH3:40])([CH3:39])[CH3:38])=[O:35])=[O:21], predict the reaction product. The product is: [C:10]([C:7]1[CH:8]=[CH:9][C:4]2[CH:3]=[C:2]([CH:20]([OH:21])[C:22]3[C:30]([O:31][CH3:32])=[CH:29][C:28]([CH3:33])=[C:27]4[C:23]=3[CH:24]=[CH:25][N:26]4[C:34]([O:36][C:37]([CH3:39])([CH3:38])[CH3:40])=[O:35])[O:1][C:5]=2[CH:6]=1)#[N:11].